Dataset: Full USPTO retrosynthesis dataset with 1.9M reactions from patents (1976-2016). Task: Predict the reactants needed to synthesize the given product. (1) The reactants are: [Cl:1][C:2]1[C:10]([Cl:11])=[CH:9][CH:8]=[CH:7][C:3]=1[C:4]([OH:6])=O.[Cl:12][C:13]1[CH:18]=[CH:17][C:16]([CH:19]([CH:22]2[CH2:27][CH2:26][O:25][CH2:24][CH2:23]2)[CH2:20][NH2:21])=[CH:15][CH:14]=1. Given the product [Cl:1][C:2]1[C:10]([Cl:11])=[CH:9][CH:8]=[CH:7][C:3]=1[C:4]([NH:21][CH2:20][CH:19]([C:16]1[CH:15]=[CH:14][C:13]([Cl:12])=[CH:18][CH:17]=1)[CH:22]1[CH2:23][CH2:24][O:25][CH2:26][CH2:27]1)=[O:6], predict the reactants needed to synthesize it. (2) The reactants are: [Cl:1][C:2]1[CH:7]=[CH:6][CH:5]=[CH:4][C:3]=1[C:8]1[N:13]=[C:12]([O:14][CH3:15])[C:11]([N+:16]([O-:18])=[O:17])=[C:10]([NH2:19])[CH:9]=1.[H-].[Na+].[C:22]([C:26]1[C:30](C(Cl)=O)=[CH:29][N:28]([CH3:34])[N:27]=1)([CH3:25])([CH3:24])[CH3:23].[Cl-:35].[NH4+].[O:37]1[CH2:41]CCC1. Given the product [C:22]([C:26]1[C:30]([Cl:35])=[C:29]([C:41]([NH:19][C:10]2[CH:9]=[C:8]([C:3]3[CH:4]=[CH:5][CH:6]=[CH:7][C:2]=3[Cl:1])[N:13]=[C:12]([O:14][CH3:15])[C:11]=2[N+:16]([O-:18])=[O:17])=[O:37])[N:28]([CH3:34])[N:27]=1)([CH3:23])([CH3:24])[CH3:25], predict the reactants needed to synthesize it. (3) Given the product [CH2:25]([N:14]1[C:11]2[CH2:12][CH2:13][NH:8][CH2:9][C:10]=2[C:16]([C:17]2[CH:18]=[CH:19][C:20]([O:23][CH3:24])=[CH:21][CH:22]=2)=[CH:15]1)[C:26]1[CH:27]=[CH:28][CH:29]=[CH:30][CH:31]=1, predict the reactants needed to synthesize it. The reactants are: C(OC([N:8]1[CH2:13][CH2:12][C:11]2[N:14]([CH2:25][C:26]3[CH:31]=[CH:30][CH:29]=[CH:28][CH:27]=3)[CH:15]=[C:16]([C:17]3[CH:22]=[CH:21][C:20]([O:23][CH3:24])=[CH:19][CH:18]=3)[C:10]=2[CH2:9]1)=O)(C)(C)C.C(OC(N1CCC(=O)CC1)=O)(C)(C)C.C(N)C1C=CC=CC=1.[O-]S([O-])(=O)=O.[Mg+2].COC1C=CC(C=C[N+]([O-])=O)=CC=1. (4) Given the product [CH3:25][O:24][C:20]1[CH:19]=[C:18]([C:16]2[O:15][N:14]=[C:13]([CH2:12][S:10][C:2]3[NH:3][C:4]4[CH:9]=[CH:8][CH:7]=[CH:6][C:5]=4[N:1]=3)[N:17]=2)[CH:23]=[CH:22][CH:21]=1, predict the reactants needed to synthesize it. The reactants are: [NH:1]1[C:5]2[CH:6]=[CH:7][CH:8]=[CH:9][C:4]=2[N:3]=[C:2]1[SH:10].Cl[CH2:12][C:13]1[N:17]=[C:16]([C:18]2[CH:23]=[CH:22][CH:21]=[C:20]([O:24][CH3:25])[CH:19]=2)[O:15][N:14]=1.C(=O)([O-])[O-].[K+].[K+].C(OCC)(=O)C. (5) Given the product [O:20]1[CH2:19][CH:18]=[C:17]([C:13]2[CH:12]=[C:11]3[C:16]([C:8]([C:6]([OH:7])=[O:5])=[N:9][NH:10]3)=[CH:15][CH:14]=2)[CH2:22][CH2:21]1, predict the reactants needed to synthesize it. The reactants are: C([O:5][C:6]([C:8]1[C:16]2[C:11](=[CH:12][C:13]([C:17]3(O)[CH2:22][CH2:21][O:20][CH2:19][CH2:18]3)=[CH:14][CH:15]=2)[NH:10][N:9]=1)=[O:7])(C)(C)C. (6) Given the product [N:19]([CH2:2][C@@H:3]([OH:18])[CH2:4][C:5]1[CH:10]=[CH:9][CH:8]=[C:7]([O:11][CH2:12][CH:13]([CH2:16][CH3:17])[CH2:14][CH3:15])[CH:6]=1)=[N+:20]=[N-:21], predict the reactants needed to synthesize it. The reactants are: Cl[CH2:2][C@@H:3]([OH:18])[CH2:4][C:5]1[CH:10]=[CH:9][CH:8]=[C:7]([O:11][CH2:12][CH:13]([CH2:16][CH3:17])[CH2:14][CH3:15])[CH:6]=1.[N-:19]=[N+:20]=[N-:21].[Na+]. (7) Given the product [CH2:1]([C:3]([C:21]1[CH:26]=[CH:25][C:24]([OH:27])=[C:23]([CH3:28])[CH:22]=1)([C:6]1[CH:11]=[CH:10][C:9](/[CH:12]=[CH:13]/[C:14]([CH2:15][CH3:16])([OH:17])[CH2:18][CH3:19])=[C:8]([CH3:20])[CH:7]=1)[CH2:4][CH3:5])[CH3:2], predict the reactants needed to synthesize it. The reactants are: [CH2:1]([C:3]([C:21]1[CH:26]=[CH:25][C:24]([OH:27])=[C:23]([CH3:28])[CH:22]=1)([C:6]1[CH:11]=[CH:10][C:9]([C:12]#[C:13][C:14]([CH2:18][CH3:19])([OH:17])[CH2:15][CH3:16])=[C:8]([CH3:20])[CH:7]=1)[CH2:4][CH3:5])[CH3:2].O. (8) Given the product [CH2:18]([O:20][C:21](=[O:25])[CH2:22][CH2:23][N:24]1[CH2:14][C:6]2[C:5](=[CH:10][CH:9]=[C:8]([N+:11]([O-:13])=[O:12])[CH:7]=2)[C:4]1=[O:16])[CH3:19], predict the reactants needed to synthesize it. The reactants are: C(O[C:4](=[O:16])[C:5]1[CH:10]=[CH:9][C:8]([N+:11]([O-:13])=[O:12])=[CH:7][C:6]=1[CH2:14]Br)C.Cl.[CH2:18]([O:20][C:21](=[O:25])[CH2:22][CH2:23][NH2:24])[CH3:19].C(=O)(O)[O-].[Na+]. (9) Given the product [CH:24]([C:4]1[N:3]=[C:2]([OH:1])[C:7]([NH:8][C:9](=[O:23])[CH:10]([C:11]2[CH:12]=[CH:13][CH:14]=[CH:15][CH:16]=2)[C:17]2[CH:22]=[CH:21][CH:20]=[CH:19][CH:18]=2)=[CH:6][N:5]=1)=[O:25], predict the reactants needed to synthesize it. The reactants are: [OH:1][C:2]1[C:7]([NH:8][C:9](=[O:23])[CH:10]([C:17]2[CH:22]=[CH:21][CH:20]=[CH:19][CH:18]=2)[C:11]2[CH:16]=[CH:15][CH:14]=[CH:13][CH:12]=2)=[CH:6][N:5]=[C:4]([CH2:24][OH:25])[N:3]=1.CC(OI1(OC(C)=O)(OC(C)=O)OC(=O)C2C=CC=CC1=2)=O. (10) The reactants are: [Na].Cl[C:3]1[N:8]=[C:7](Cl)[C:6]([CH:10]([CH3:12])[CH3:11])=[C:5]([O:13][C:14]2[CH:19]=[C:18]([CH3:20])[CH:17]=[C:16]([CH:21]3[O:25][CH2:24][CH2:23][O:22]3)[CH:15]=2)[N:4]=1.[CH2:26]([OH:33])[C:27]1[CH:32]=[CH:31][CH:30]=[CH:29][CH:28]=1. Given the product [CH2:26]([O:33][C:3]1[N:8]=[C:7]([O:22][CH2:21][C:16]2[CH:17]=[CH:18][CH:19]=[CH:14][CH:15]=2)[C:6]([CH:10]([CH3:12])[CH3:11])=[C:5]([O:13][C:14]2[CH:19]=[C:18]([CH3:20])[CH:17]=[C:16]([CH:21]3[O:25][CH2:24][CH2:23][O:22]3)[CH:15]=2)[N:4]=1)[C:27]1[CH:32]=[CH:31][CH:30]=[CH:29][CH:28]=1, predict the reactants needed to synthesize it.